Task: Predict the product of the given reaction.. Dataset: Forward reaction prediction with 1.9M reactions from USPTO patents (1976-2016) (1) Given the reactants [CH3:1][O:2][C:3]1[N:10]=[CH:9][C:8]([N:11]2[C:16]3[CH:17]=[C:18]([O:21][C@H:22]4[CH2:26][CH2:25][NH:24][CH2:23]4)[CH:19]=[CH:20][C:15]=3[O:14][CH2:13][CH2:12]2)=[CH:7][C:4]=1[C:5]#[N:6].[CH:27]([CH:29]1[CH2:34][CH2:33][N:32]([C:35]([O:37][C:38]([CH3:41])([CH3:40])[CH3:39])=[O:36])[CH2:31][CH2:30]1)=O, predict the reaction product. The product is: [C:5]([C:4]1[CH:7]=[C:8]([N:11]2[CH2:12][CH2:13][O:14][C:15]3[CH:20]=[CH:19][C:18]([O:21][C@H:22]4[CH2:26][CH2:25][N:24]([CH2:27][CH:29]5[CH2:34][CH2:33][N:32]([C:35]([O:37][C:38]([CH3:39])([CH3:41])[CH3:40])=[O:36])[CH2:31][CH2:30]5)[CH2:23]4)=[CH:17][C:16]2=3)[CH:9]=[N:10][C:3]=1[O:2][CH3:1])#[N:6]. (2) Given the reactants FC(F)(F)C(O)=O.[Cl:8][C:9]1[CH:14]=[C:13]2[NH:15][C:16](=[O:38])[C:17]3([CH:21]([C:22]4[CH:27]=[CH:26][CH:25]=[C:24]([Cl:28])[C:23]=4[F:29])[CH:20]([C:30]([OH:32])=O)[NH:19][CH:18]3[CH2:33][C:34]([CH3:37])([CH3:36])[CH3:35])[C:12]2=[CH:11][CH:10]=1.C(N(C(C)C)CC)(C)C.C1(P(Cl)(C2C=CC=CC=2)=O)C=CC=CC=1.[NH2:63][C:64]1[CH:69]=[CH:68][C:67]([CH2:70][CH2:71][C:72]([O:74][CH3:75])=[O:73])=[CH:66][CH:65]=1, predict the reaction product. The product is: [CH3:75][O:74][C:72](=[O:73])[CH2:71][CH2:70][C:67]1[CH:68]=[CH:69][C:64]([NH:63][C:30]([C@@H:20]2[NH:19][C@@H:18]([CH2:33][C:34]([CH3:37])([CH3:36])[CH3:35])[C@:17]3([C:12]4[C:13](=[CH:14][C:9]([Cl:8])=[CH:10][CH:11]=4)[NH:15][C:16]3=[O:38])[C@H:21]2[C:22]2[CH:27]=[CH:26][CH:25]=[C:24]([Cl:28])[C:23]=2[F:29])=[O:32])=[CH:65][CH:66]=1. (3) Given the reactants [O:1]=[C:2]1[CH2:10][C:9]2[C:4](=[CH:5][CH:6]=[C:7]([C:11]#[N:12])[CH:8]=2)[NH:3]1.[H-].[Na+].Cl[C:16]1[CH:27]=[CH:26][C:19]([C:20]([N:22]([O:24][CH3:25])[CH3:23])=[O:21])=[CH:18][N:17]=1, predict the reaction product. The product is: [C:11]([C:7]1[CH:8]=[C:9]2[C:4](=[CH:5][CH:6]=1)[NH:3][C:2]([OH:1])=[C:10]2[C:16]1[CH:27]=[CH:26][C:19]([C:20]([N:22]([O:24][CH3:25])[CH3:23])=[O:21])=[CH:18][N:17]=1)#[N:12]. (4) Given the reactants Cl[C:2]1[N:7]=[C:6]([N:8]2[CH2:13][CH2:12][O:11][CH2:10][C@H:9]2[CH3:14])[CH:5]=[C:4]([C:15]2([S:18]([CH3:21])(=[NH:20])=[O:19])[CH2:17][CH2:16]2)[N:3]=1.C(=O)([O-])[O-].[Na+].[Na+].CC1(C)C(C)(C)OB([C:36]2[CH:41]=[CH:40][N:39]=[C:38]3[N:42]([S:45]([C:48]4[CH:54]=[CH:53][C:51]([CH3:52])=[CH:50][CH:49]=4)(=[O:47])=[O:46])[CH:43]=[CH:44][C:37]=23)O1, predict the reaction product. The product is: [CH3:14][C@@H:9]1[CH2:10][O:11][CH2:12][CH2:13][N:8]1[C:6]1[CH:5]=[C:4]([C:15]2([S:18]([CH3:21])(=[NH:20])=[O:19])[CH2:17][CH2:16]2)[N:3]=[C:2]([C:36]2[CH:41]=[CH:40][N:39]=[C:38]3[N:42]([S:45]([C:48]4[CH:54]=[CH:53][C:51]([CH3:52])=[CH:50][CH:49]=4)(=[O:46])=[O:47])[CH:43]=[CH:44][C:37]=23)[N:7]=1.